Dataset: Forward reaction prediction with 1.9M reactions from USPTO patents (1976-2016). Task: Predict the product of the given reaction. (1) Given the reactants C(O)(C(F)(F)F)=O.[C:8]([C:11]1([C:14]2[CH:48]=[CH:47][CH:46]=[CH:45][C:15]=2[CH2:16][CH2:17][C:18]2[C:23]([Cl:24])=[CH:22][N:21]=[C:20]([NH:25][C:26]3[CH:27]=[CH:28][C:29]([CH:32]4[CH2:37][CH2:36][N:35](C(OC(C)(C)C)=O)[CH2:34][CH2:33]4)=[N:30][CH:31]=3)[N:19]=2)[CH2:13][CH2:12]1)(=[O:10])[NH2:9], predict the reaction product. The product is: [Cl:24][C:23]1[C:18]([CH2:17][CH2:16][C:15]2[CH:45]=[CH:46][CH:47]=[CH:48][C:14]=2[C:11]2([C:8]([NH2:9])=[O:10])[CH2:13][CH2:12]2)=[N:19][C:20]([NH:25][C:26]2[CH:31]=[N:30][C:29]([CH:32]3[CH2:37][CH2:36][NH:35][CH2:34][CH2:33]3)=[CH:28][CH:27]=2)=[N:21][CH:22]=1. (2) Given the reactants [C:1]([C:3]1[CH:30]=[CH:29][C:6]([O:7][C:8]2[CH:9]=[C:10]([CH:20]=[C:21]([O:23][C@@H:24]([CH3:28])[CH2:25][O:26][CH3:27])[CH:22]=2)[C:11]([NH:13][C:14]2[CH:18]=[CH:17][N:16]([CH3:19])[N:15]=2)=[O:12])=[CH:5][CH:4]=1)#[N:2].[N-]=[N+]=[N-].[Na+].C([OH:38])(C)C, predict the reaction product. The product is: [NH2:2][C:1]([C:3]1[CH:4]=[CH:5][C:6]([O:7][C:8]2[CH:9]=[C:10]([CH:20]=[C:21]([O:23][C@@H:24]([CH3:28])[CH2:25][O:26][CH3:27])[CH:22]=2)[C:11]([NH:13][C:14]2[CH:18]=[CH:17][N:16]([CH3:19])[N:15]=2)=[O:12])=[CH:29][CH:30]=1)=[O:38]. (3) The product is: [Br-:1].[CH3:18][N:9]([CH:10]=[N:11][C:12]1[S:13][C:14]([CH3:17])=[CH:15][N+:16]=1[CH2:2][C:3]([O:5][CH2:6][CH3:7])=[O:4])[CH3:8]. Given the reactants [Br:1][CH2:2][C:3]([O:5][CH2:6][CH3:7])=[O:4].[CH3:8][N:9]([CH3:18])[CH:10]=[N:11][C:12]1[S:13][C:14]([CH3:17])=[CH:15][N:16]=1, predict the reaction product.